Dataset: Forward reaction prediction with 1.9M reactions from USPTO patents (1976-2016). Task: Predict the product of the given reaction. (1) Given the reactants [F:1][C:2]1[CH:9]=[CH:8][CH:7]=[C:6]([O:10][CH3:11])[C:3]=1[CH:4]=O.[NH:12]1[CH2:17][CH2:16][CH2:15][C@@H:14]([C:18]2[NH:22][N:21]=[C:20]([C:23]3[CH:24]=[C:25]4[C:29](=[CH:30][CH:31]=3)[NH:28][N:27]=[C:26]4[C:32]3[CH:37]=[CH:36][N:35]=[CH:34][CH:33]=3)[N:19]=2)[CH2:13]1.C(O[BH-](OC(=O)C)OC(=O)C)(=O)C.[Na+], predict the reaction product. The product is: [F:1][C:2]1[CH:9]=[CH:8][CH:7]=[C:6]([O:10][CH3:11])[C:3]=1[CH2:4][N:12]1[CH2:17][CH2:16][CH2:15][C@@H:14]([C:18]2[NH:22][N:21]=[C:20]([C:23]3[CH:24]=[C:25]4[C:29](=[CH:30][CH:31]=3)[NH:28][N:27]=[C:26]4[C:32]3[CH:37]=[CH:36][N:35]=[CH:34][CH:33]=3)[N:19]=2)[CH2:13]1. (2) Given the reactants [NH2:1][C:2]1[CH:3]=[CH:4][C:5]([CH:11]2[CH2:16][CH2:15][N:14]([C:17]3[N:22]=[C:21]([O:23][CH2:24][C@H:25]4[CH2:27][C@H:26]4[C:28]#[N:29])[N:20]=[C:19]([C:30](O)=[O:31])[N:18]=3)[CH2:13][CH2:12]2)=[N:6][C:7]=1[C:8](=[O:10])[NH2:9].CN(C(ON1N=NC2C=CC=NC1=2)=[N+](C)C)C.F[P-](F)(F)(F)(F)F.CCN(CC)CC.[F:64][C:65]([F:70])([F:69])[C@@H:66]([NH2:68])[CH3:67], predict the reaction product. The product is: [NH2:1][C:2]1[CH:3]=[CH:4][C:5]([CH:11]2[CH2:12][CH2:13][N:14]([C:17]3[N:22]=[C:21]([O:23][CH2:24][C@H:25]4[CH2:27][C@H:26]4[C:28]#[N:29])[N:20]=[C:19]([C:30]([NH:68][C@@H:66]([CH3:67])[C:65]([F:70])([F:69])[F:64])=[O:31])[N:18]=3)[CH2:15][CH2:16]2)=[N:6][C:7]=1[C:8](=[O:10])[NH2:9]. (3) Given the reactants [C:1]([O:5][C:6]([NH:8][C@@H:9]([CH2:13][C:14]([CH3:16])=[CH2:15])[C:10]([OH:12])=[O:11])=[O:7])([CH3:4])([CH3:3])[CH3:2].[Si](C=[N+]=[N-])(C)(C)[CH3:18], predict the reaction product. The product is: [C:1]([O:5][C:6]([NH:8][C@@H:9]([CH2:13][C:14]([CH3:16])=[CH2:15])[C:10]([O:12][CH3:18])=[O:11])=[O:7])([CH3:4])([CH3:3])[CH3:2]. (4) Given the reactants C([N:3]([CH2:6][CH3:7])CC)C.[Br-].[Li+].C(CP(=O)(OCC)OCC)#N.O=[C:22]1[CH2:27][O:26][CH:25]([C:28]([O:30][C:31]([CH3:34])([CH3:33])[CH3:32])=[O:29])[CH2:24][CH2:23]1, predict the reaction product. The product is: [C:6]([CH:7]=[C:22]1[CH2:27][O:26][CH:25]([C:28]([O:30][C:31]([CH3:34])([CH3:33])[CH3:32])=[O:29])[CH2:24][CH2:23]1)#[N:3]. (5) Given the reactants [CH3:1][C:2]1[C:6]([C:7]2[CH:12]=[C:11]([C:13]3[C:14]([CH3:19])=[N:15][O:16][C:17]=3[CH3:18])[CH:10]=[C:9]([NH2:20])[C:8]=2[NH2:21])=[C:5]([CH3:22])[NH:4][N:3]=1.[CH:23]1([CH2:26][N:27]=[C:28]=S)[CH2:25][CH2:24]1.C(N(CC)CC)C.Cl.C(N=C=NCCCN(C)C)C, predict the reaction product. The product is: [CH:23]1([CH2:26][NH:27][C:28]2[NH:20][C:9]3[CH:10]=[C:11]([C:13]4[C:14]([CH3:19])=[N:15][O:16][C:17]=4[CH3:18])[CH:12]=[C:7]([C:6]4[C:2]([CH3:1])=[N:3][NH:4][C:5]=4[CH3:22])[C:8]=3[N:21]=2)[CH2:25][CH2:24]1. (6) Given the reactants [CH:1]([C@@H:4]1[CH2:9][CH2:8][C@@H:7]([CH3:10])[CH2:6][C@H:5]1[CH:11]([OH:15])[CH2:12][C:13]#[CH:14])([CH3:3])[CH3:2].Br[C:17]1[CH:22]=[CH:21][CH:20]=[CH:19][N:18]=1, predict the reaction product. The product is: [CH:1]([C@@H:4]1[CH2:9][CH2:8][C@@H:7]([CH3:10])[CH2:6][C@H:5]1[CH:11]([OH:15])[CH2:12][C:13]#[C:14][C:17]1[CH:22]=[CH:21][CH:20]=[CH:19][N:18]=1)([CH3:3])[CH3:2]. (7) Given the reactants [Cl:1][C:2]1[CH:10]=[CH:9][CH:8]=[CH:7][C:3]=1[C:4]([OH:6])=O.[F:11][C:12]([F:40])([F:39])[C:13]([CH2:34][NH:35][CH2:36][CH2:37][CH3:38])([OH:33])[CH2:14][NH:15][C:16]1[CH:24]=[C:23]([CH3:25])[CH:22]=[C:21]2[C:17]=1[CH:18]=[N:19][N:20]2[C:26]1[CH:31]=[CH:30][C:29]([F:32])=[CH:28][CH:27]=1, predict the reaction product. The product is: [Cl:1][C:2]1[CH:10]=[CH:9][CH:8]=[CH:7][C:3]=1[C:4]([N:35]([CH2:36][CH2:37][CH3:38])[CH2:34][C:13]([CH2:14][NH:15][C:16]1[CH:24]=[C:23]([CH3:25])[CH:22]=[C:21]2[C:17]=1[CH:18]=[N:19][N:20]2[C:26]1[CH:27]=[CH:28][C:29]([F:32])=[CH:30][CH:31]=1)([OH:33])[C:12]([F:11])([F:40])[F:39])=[O:6].